Task: Regression. Given a peptide amino acid sequence and an MHC pseudo amino acid sequence, predict their binding affinity value. This is MHC class I binding data.. Dataset: Peptide-MHC class I binding affinity with 185,985 pairs from IEDB/IMGT (1) The peptide sequence is RRQWVLAFR. The MHC is HLA-A31:01 with pseudo-sequence HLA-A31:01. The binding affinity (normalized) is 0.0847. (2) The peptide sequence is TLALEVARQK. The MHC is HLA-B51:01 with pseudo-sequence HLA-B51:01. The binding affinity (normalized) is 0.